The task is: Predict which catalyst facilitates the given reaction.. This data is from Catalyst prediction with 721,799 reactions and 888 catalyst types from USPTO. (1) Reactant: [C:1](#[N:4])[CH:2]=[CH2:3].[NH2:5][CH:6]1[CH2:11][CH2:10][N:9]([CH2:12][C:13]2[CH:14]=[CH:15][N:16]3[C:21]=2[C:20]([NH:22][C:23]2[CH:24]=[C:25]4[C:29](=[CH:30][CH:31]=2)[N:28]([CH2:32][C:33]2[CH:38]=[CH:37][CH:36]=[C:35]([F:39])[CH:34]=2)[N:27]=[CH:26]4)=[N:19][CH:18]=[N:17]3)[CH2:8][CH2:7]1. Product: [F:39][C:35]1[CH:34]=[C:33]([CH:38]=[CH:37][CH:36]=1)[CH2:32][N:28]1[C:29]2[C:25](=[CH:24][C:23]([NH:22][C:20]3[C:21]4=[C:13]([CH2:12][N:9]5[CH2:8][CH2:7][CH:6]([NH:5][CH2:3][CH2:2][C:1]#[N:4])[CH2:11][CH2:10]5)[CH:14]=[CH:15][N:16]4[N:17]=[CH:18][N:19]=3)=[CH:31][CH:30]=2)[CH:26]=[N:27]1. The catalyst class is: 5. (2) Reactant: [N:1]([CH2:4][C:5]1([CH3:20])[CH2:10][O:9][CH:8]([C:11]2[N:15]([CH3:16])[N:14]=[CH:13][C:12]=2[N+:17]([O-:19])=[O:18])[O:7][CH2:6]1)=[N+]=[N-].C1(P(C2C=CC=CC=2)C2C=CC=CC=2)C=CC=CC=1.CCN(CC)CC.[F:47][C:48]([F:61])([F:60])S(OS([C:48]([F:61])([F:60])[F:47])(=O)=O)(=O)=O.C1C[O:65][CH2:64]C1. Product: [F:47][C:48]([F:61])([F:60])[C:64]([NH:1][CH2:4][C:5]1([CH3:20])[CH2:10][O:9][CH:8]([C:11]2[N:15]([CH3:16])[N:14]=[CH:13][C:12]=2[N+:17]([O-:19])=[O:18])[O:7][CH2:6]1)=[O:65]. The catalyst class is: 6.